From a dataset of Forward reaction prediction with 1.9M reactions from USPTO patents (1976-2016). Predict the product of the given reaction. (1) Given the reactants [OH:1][C:2]([C:5]1[N:6]([CH3:23])[C:7]([C:10]2[S:11][CH:12]=[C:13]([C:15]([N:17]3[CH2:21][CH2:20][CH2:19][C@@H:18]3[CH3:22])=[O:16])[N:14]=2)=[N:8][N:9]=1)([CH3:4])[CH3:3].Br[C:25]1[CH:30]=[CH:29][C:28]([C:31]([OH:40])([C:36]([F:39])([F:38])[F:37])[C:32]([F:35])([F:34])[F:33])=[CH:27][C:26]=1[C:41]([F:44])([F:43])[F:42].CC([O-])=O.[K+], predict the reaction product. The product is: [F:33][C:32]([F:34])([F:35])[C:31]([C:28]1[CH:29]=[CH:30][C:25]([C:12]2[S:11][C:10]([C:7]3[N:6]([CH3:23])[C:5]([C:2]([OH:1])([CH3:4])[CH3:3])=[N:9][N:8]=3)=[N:14][C:13]=2[C:15]([N:17]2[CH2:21][CH2:20][CH2:19][C@@H:18]2[CH3:22])=[O:16])=[C:26]([C:41]([F:42])([F:43])[F:44])[CH:27]=1)([OH:40])[C:36]([F:39])([F:38])[F:37]. (2) Given the reactants [Cl:1][C:2]1[CH:3]=[C:4]2[C:9](=[CH:10][C:11]=1[OH:12])[O:8][CH:7]=[C:6]([C:13]1[CH:18]=[CH:17][CH:16]=[CH:15][C:14]=1[F:19])[C:5]2=O.O.[NH2:22][NH2:23], predict the reaction product. The product is: [Cl:1][C:2]1[CH:3]=[C:4]([C:5]2[C:6]([C:13]3[CH:18]=[CH:17][CH:16]=[CH:15][C:14]=3[F:19])=[CH:7][NH:23][N:22]=2)[C:9]([OH:8])=[CH:10][C:11]=1[OH:12].